This data is from Catalyst prediction with 721,799 reactions and 888 catalyst types from USPTO. The task is: Predict which catalyst facilitates the given reaction. Product: [ClH:37].[ClH:1].[CH3:3][C:4]1[CH:13]=[CH:12][C:11]2[C:6](=[CH:7][CH:8]=[CH:9][C:10]=2[N:14]2[CH2:19][CH2:18][N:17]([CH2:20][CH2:21][C:22]3[CH:23]=[C:24]([N:28]4[CH2:32][CH2:31][N:30]([CH2:38][C:39]5[CH:40]=[N:41][CH:42]=[CH:43][CH:44]=5)[C:29]4=[O:33])[CH:25]=[CH:26][CH:27]=3)[CH2:16][CH2:15]2)[N:5]=1. The catalyst class is: 3. Reactant: [ClH:1].Cl.[CH3:3][C:4]1[CH:13]=[CH:12][C:11]2[C:6](=[CH:7][CH:8]=[CH:9][C:10]=2[N:14]2[CH2:19][CH2:18][N:17]([CH2:20][CH2:21][C:22]3[CH:23]=[C:24]([N:28]4[CH2:32][CH2:31][NH:30][C:29]4=[O:33])[CH:25]=[CH:26][CH:27]=3)[CH2:16][CH2:15]2)[N:5]=1.[H-].[Na+].Cl.[Cl:37][CH2:38][C:39]1[CH:40]=[N:41][CH:42]=[CH:43][CH:44]=1.